The task is: Predict which catalyst facilitates the given reaction.. This data is from Catalyst prediction with 721,799 reactions and 888 catalyst types from USPTO. (1) Reactant: CS(C)=O.C(Cl)(=O)C(Cl)=O.[CH2:11]([N:13]([CH2:55][CH3:56])[C:14]1[CH:19]=[CH:18][C:17]([NH:20][C:21](=[O:35])[C:22]2[CH:34]=[CH:33][CH:32]=[C:24]([C:25]([N:27]([CH2:29][CH2:30][OH:31])[CH3:28])=[O:26])[CH:23]=2)=[C:16]([C:36]2[CH:41]=[C:40]([C:42](=[O:54])[NH:43][C@@H:44]3[C:53]4[C:48](=[CH:49][CH:50]=[CH:51][CH:52]=4)[CH2:47][CH2:46][CH2:45]3)[CH:39]=[CH:38][N:37]=2)[CH:15]=1)[CH3:12]. Product: [CH2:55]([N:13]([CH2:11][CH3:12])[C:14]1[CH:19]=[CH:18][C:17]([NH:20][C:21](=[O:35])[C:22]2[CH:34]=[CH:33][CH:32]=[C:24]([C:25]([N:27]([CH3:28])[CH2:29][CH:30]=[O:31])=[O:26])[CH:23]=2)=[C:16]([C:36]2[CH:41]=[C:40]([C:42](=[O:54])[NH:43][C@@H:44]3[C:53]4[C:48](=[CH:49][CH:50]=[CH:51][CH:52]=4)[CH2:47][CH2:46][CH2:45]3)[CH:39]=[CH:38][N:37]=2)[CH:15]=1)[CH3:56]. The catalyst class is: 2. (2) Reactant: Br[C:2]1[C:3]([N:16]2[CH2:20][CH2:19][CH2:18][CH2:17]2)=[N:4][N:5]2[C:10]([Si:11]([CH3:14])([CH3:13])[CH3:12])=[C:9]([Cl:15])[CH:8]=[CH:7][C:6]=12.C([Li])CCC.[CH:26]([C:28]1[N:33]=[C:32]([C:34]([O:36][CH3:37])=[O:35])[CH:31]=[CH:30][CH:29]=1)=[O:27].[Cl-].[NH4+]. Product: [Cl:15][C:9]1[CH:8]=[CH:7][C:6]2[N:5]([N:4]=[C:3]([N:16]3[CH2:20][CH2:19][CH2:18][CH2:17]3)[C:2]=2[CH:26]([OH:27])[C:28]2[N:33]=[C:32]([C:34]([O:36][CH3:37])=[O:35])[CH:31]=[CH:30][CH:29]=2)[C:10]=1[Si:11]([CH3:14])([CH3:13])[CH3:12]. The catalyst class is: 188. (3) Reactant: [CH:1]([C:3]1[CH:23]=[CH:22][C:6]2[NH:7][C:8]([C@@H:10]3[CH2:14][CH2:13][CH2:12][N:11]3[C:15]([O:17][C:18]([CH3:21])([CH3:20])[CH3:19])=[O:16])=[N:9][C:5]=2[CH:4]=1)=O.[F:24][C:25]1[CH:31]=[CH:30][C:28]([NH2:29])=[CH:27][CH:26]=1.C(O)(=O)C.C([BH3-])#N.[Na+]. Product: [F:24][C:25]1[CH:31]=[CH:30][C:28]([NH:29][CH2:1][C:3]2[CH:23]=[CH:22][C:6]3[NH:7][C:8]([C@@H:10]4[CH2:14][CH2:13][CH2:12][N:11]4[C:15]([O:17][C:18]([CH3:21])([CH3:20])[CH3:19])=[O:16])=[N:9][C:5]=3[CH:4]=2)=[CH:27][CH:26]=1. The catalyst class is: 24. (4) Reactant: Cl[C:2]1[C:11]([CH3:12])=[C:10]([Cl:13])[C:9]2[C:4](=[CH:5][C:6]([F:15])=[CH:7][C:8]=2[F:14])[N:3]=1.[CH3:16][C:17]1[CH:22]=[CH:21][N:20]=[CH:19][C:18]=1B(O)O.C(=O)([O-])[O-].[K+].[K+]. Product: [Cl:13][C:10]1[C:9]2[C:4](=[CH:5][C:6]([F:15])=[CH:7][C:8]=2[F:14])[N:3]=[C:2]([C:18]2[CH:19]=[N:20][CH:21]=[CH:22][C:17]=2[CH3:16])[C:11]=1[CH3:12]. The catalyst class is: 11. (5) The catalyst class is: 1. Reactant: [Si:1]([O:18][CH2:19][C:20]1[N:21]=[CH:22][N:23]([CH2:25][CH:26]=[CH2:27])[CH:24]=1)([C:14]([CH3:17])([CH3:16])[CH3:15])([C:8]1[CH:13]=[CH:12][CH:11]=[CH:10][CH:9]=1)[C:2]1[CH:7]=[CH:6][CH:5]=[CH:4][CH:3]=1.C([Li])CCC.CON(C)[C:36](=[O:38])[CH3:37].[Cl-].[NH4+]. Product: [Si:1]([O:18][CH2:19][C:20]1[N:21]=[C:22]([C:36](=[O:38])[CH3:37])[N:23]([CH2:25][CH:26]=[CH2:27])[CH:24]=1)([C:14]([CH3:17])([CH3:16])[CH3:15])([C:8]1[CH:13]=[CH:12][CH:11]=[CH:10][CH:9]=1)[C:2]1[CH:7]=[CH:6][CH:5]=[CH:4][CH:3]=1. (6) Reactant: FC1C=CC(S(N(C)CC([NH:15][CH2:16][C:17]2[CH:22]=[C:21]([C:23]3[CH:28]=[CH:27][C:26]([C:29]([F:32])([F:31])[F:30])=[CH:25][CH:24]=3)[N:20]=[CH:19][N:18]=2)=O)(=O)=O)=CC=1.[F:34][C:35]1[CH:36]=[C:37]([S:41]([N:44]([CH2:48][C:49]([OH:51])=O)[CH:45]([CH3:47])[CH3:46])(=[O:43])=[O:42])[CH:38]=[CH:39][CH:40]=1.CN(C(ON1N=NC2C=CC=NC1=2)=[N+](C)C)C.F[P-](F)(F)(F)(F)F.C(N(CC)C(C)C)(C)C.OS([O-])(=O)=O.[K+]. Product: [F:34][C:35]1[CH:36]=[C:37]([S:41]([N:44]([CH:45]([CH3:46])[CH3:47])[CH2:48][C:49]([NH:15][CH2:16][C:17]2[CH:22]=[C:21]([C:23]3[CH:24]=[CH:25][C:26]([C:29]([F:32])([F:31])[F:30])=[CH:27][CH:28]=3)[N:20]=[CH:19][N:18]=2)=[O:51])(=[O:42])=[O:43])[CH:38]=[CH:39][CH:40]=1. The catalyst class is: 2.